From a dataset of NCI-60 drug combinations with 297,098 pairs across 59 cell lines. Regression. Given two drug SMILES strings and cell line genomic features, predict the synergy score measuring deviation from expected non-interaction effect. (1) Drug 1: CN1CCC(CC1)COC2=C(C=C3C(=C2)N=CN=C3NC4=C(C=C(C=C4)Br)F)OC. Drug 2: CS(=O)(=O)OCCCCOS(=O)(=O)C. Cell line: M14. Synergy scores: CSS=-6.50, Synergy_ZIP=4.41, Synergy_Bliss=1.12, Synergy_Loewe=-3.43, Synergy_HSA=-4.17. (2) Drug 1: CN(C)N=NC1=C(NC=N1)C(=O)N. Drug 2: C(CN)CNCCSP(=O)(O)O. Cell line: SR. Synergy scores: CSS=31.8, Synergy_ZIP=10.9, Synergy_Bliss=11.4, Synergy_Loewe=6.60, Synergy_HSA=10.7. (3) Drug 1: C1=CC(=C2C(=C1NCCNCCO)C(=O)C3=C(C=CC(=C3C2=O)O)O)NCCNCCO. Drug 2: CC1=CC=C(C=C1)C2=CC(=NN2C3=CC=C(C=C3)S(=O)(=O)N)C(F)(F)F. Cell line: KM12. Synergy scores: CSS=31.6, Synergy_ZIP=-7.34, Synergy_Bliss=-5.31, Synergy_Loewe=2.68, Synergy_HSA=2.78. (4) Drug 1: C1=NC2=C(N1)C(=S)N=CN2. Drug 2: CC1=C(C=C(C=C1)C(=O)NC2=CC(=CC(=C2)C(F)(F)F)N3C=C(N=C3)C)NC4=NC=CC(=N4)C5=CN=CC=C5. Cell line: 786-0. Synergy scores: CSS=12.1, Synergy_ZIP=-5.56, Synergy_Bliss=-3.76, Synergy_Loewe=-1.67, Synergy_HSA=-0.716.